This data is from Catalyst prediction with 721,799 reactions and 888 catalyst types from USPTO. The task is: Predict which catalyst facilitates the given reaction. (1) Reactant: Br[C:2]1[CH:3]=[N:4][C:5]([C:8]2[CH2:9][CH2:10][N:11]([C:14]([O:16][C:17]([CH3:20])([CH3:19])[CH3:18])=[O:15])[CH2:12][CH:13]=2)=[N:6][CH:7]=1.[F:21][C:22]1[CH:27]=[C:26]([C:28]([O:30][CH3:31])=[O:29])[C:25]([F:32])=[CH:24][C:23]=1[NH:33][S:34]([C:37]1[CH:42]=[CH:41][C:40](B(O)O)=[CH:39][CH:38]=1)(=[O:36])=[O:35].C(=O)([O-])[O-].[Na+].[Na+]. Product: [F:21][C:22]1[CH:27]=[C:26]([C:28]([O:30][CH3:31])=[O:29])[C:25]([F:32])=[CH:24][C:23]=1[NH:33][S:34]([C:37]1[CH:42]=[CH:41][C:40]([C:2]2[CH:3]=[N:4][C:5]([C:8]3[CH2:9][CH2:10][N:11]([C:14]([O:16][C:17]([CH3:20])([CH3:19])[CH3:18])=[O:15])[CH2:12][CH:13]=3)=[N:6][CH:7]=2)=[CH:39][CH:38]=1)(=[O:36])=[O:35]. The catalyst class is: 117. (2) Reactant: [CH3:1][C:2]1([CH3:12])[O:6][C@H:5]2[CH2:7][CH2:8][CH2:9][C@H:10]([NH2:11])[C@H:4]2[O:3]1.[CH3:13][C:14]1([CH3:39])[CH2:23][CH2:22][C:21]([CH3:25])([CH3:24])[C:20]2[CH:19]=[C:18]([C:26]3[N:31]=[C:30]([N:32]4[CH2:37][CH2:36][C:35](=O)[CH2:34][CH2:33]4)[CH:29]=[CH:28][CH:27]=3)[CH:17]=[CH:16][C:15]1=2. Product: [CH3:1][C:2]1([CH3:12])[O:6][C@H:5]2[CH2:7][CH2:8][CH2:9][C@H:10]([NH:11][CH:35]3[CH2:34][CH2:33][N:32]([C:30]4[CH:29]=[CH:28][CH:27]=[C:26]([C:18]5[CH:17]=[CH:16][C:15]6[C:14]([CH3:39])([CH3:13])[CH2:23][CH2:22][C:21]([CH3:25])([CH3:24])[C:20]=6[CH:19]=5)[N:31]=4)[CH2:37][CH2:36]3)[C@H:4]2[O:3]1. The catalyst class is: 1. (3) Reactant: [Cl:1][CH2:2][C@H:3]1[C:11]2[C:10]3[CH:12]=[CH:13][CH:14]=[CH:15][C:9]=3[C:8]([OH:16])=[CH:7][C:6]=2[N:5]([C:17]([C:19]2[NH:20][C:21]3[C:26]([CH:27]=2)=[CH:25][C:24]([NH:28][C:29](=[O:35])[CH2:30][CH2:31][S:32][S:33][CH3:34])=[CH:23][CH:22]=3)=[O:18])[CH2:4]1.CCN(C(C)C)C(C)C.[C:45]([N:52]1[CH:56]=[CH:55]N=C1)(N1C=CN=C1)=[O:46].C(N(C(C)C)CC)(C)C.N[C:67]1[CH:68]=[C:69]([S:73]([OH:76])(=[O:75])=[O:74])C=C[CH:72]=1. Product: [Cl:1][CH2:2][C@H:3]1[C:11]2[C:10]3[CH:12]=[CH:13][CH:14]=[CH:15][C:9]=3[C:8]([O:16][C:45]([NH:52][C:56]3[CH:55]=[C:69]([S:73]([OH:76])(=[O:75])=[O:74])[CH:68]=[CH:67][CH:72]=3)=[O:46])=[CH:7][C:6]=2[N:5]([C:17]([C:19]2[NH:20][C:21]3[C:26]([CH:27]=2)=[CH:25][C:24]([NH:28][C:29](=[O:35])[CH2:30][CH2:31][S:32][S:33][CH3:34])=[CH:23][CH:22]=3)=[O:18])[CH2:4]1. The catalyst class is: 44. (4) Reactant: [CH:1]([O:4][C:5]([N:7]1[CH2:12][CH2:11][CH:10]([O:13][C:14]2[C:19]([O:20][CH3:21])=[C:18](Cl)[N:17]=[CH:16][N:15]=2)[CH2:9][CH2:8]1)=[O:6])([CH3:3])[CH3:2].[Br:23][C:24]1[N:29]=[C:28]([CH3:30])[C:27]([NH2:31])=[CH:26][CH:25]=1.C(P(C(C)(C)C)C1C=CC=CC=1C1C=CC=CC=1)(C)(C)C.CC(C)([O-])C.[Na+]. Product: [CH:1]([O:4][C:5]([N:7]1[CH2:12][CH2:11][CH:10]([O:13][C:14]2[C:19]([O:20][CH3:21])=[C:18]([NH:31][C:27]3[C:28]([CH3:30])=[N:29][C:24]([Br:23])=[CH:25][CH:26]=3)[N:17]=[CH:16][N:15]=2)[CH2:9][CH2:8]1)=[O:6])([CH3:3])[CH3:2]. The catalyst class is: 160. (5) Reactant: [CH3:1][C:2]1[CH:11]=[CH:10][C:9]2[C:4](=[C:5]([NH2:12])[CH:6]=[CH:7][CH:8]=2)[N:3]=1.[CH3:13][C:14]1[N:19]=[C:18](Br)[CH:17]=[CH:16][CH:15]=1.CC(C)([O-])C.[Na+]. Product: [CH3:1][C:2]1[CH:11]=[CH:10][C:9]2[C:4](=[C:5]([NH:12][C:18]3[CH:17]=[CH:16][CH:15]=[C:14]([CH3:13])[N:19]=3)[CH:6]=[CH:7][CH:8]=2)[N:3]=1. The catalyst class is: 11.